From a dataset of Full USPTO retrosynthesis dataset with 1.9M reactions from patents (1976-2016). Predict the reactants needed to synthesize the given product. (1) Given the product [CH2:1]([O:8][C:9]([N:11]1[CH2:16][CH2:15][CH2:14][CH2:13][C@H:12]1[C:17]1[NH:21][C:20]2[CH:22]=[CH:23][C:24](/[CH:26]=[CH:27]/[C:27]#[C:26][C:24]3[CH:23]=[CH:22][C:20]4[NH:21][C:17]([C@@H:12]5[CH2:13][CH2:14][CH2:15][CH2:16][N:11]5[C:9]([O:8][CH2:1][C:2]5[CH:3]=[CH:4][CH:5]=[CH:6][CH:7]=5)=[O:10])=[N:18][C:19]=4[CH:25]=3)=[CH:25][C:19]=2[N:18]=1)=[O:10])[C:2]1[CH:3]=[CH:4][CH:5]=[CH:6][CH:7]=1, predict the reactants needed to synthesize it. The reactants are: [CH2:1]([O:8][C:9]([N:11]1[CH2:16][CH2:15][CH2:14][CH2:13][C@H:12]1[C:17]1[NH:21][C:20]2[CH:22]=[CH:23][C:24]([C:26]#[CH:27])=[CH:25][C:19]=2[N:18]=1)=[O:10])[C:2]1[CH:7]=[CH:6][CH:5]=[CH:4][CH:3]=1. (2) The reactants are: [C:1]([CH2:8][C:9](=[O:19])[CH:10]([NH2:18])[CH2:11][C:12]1[CH:17]=[CH:16][CH:15]=[CH:14][CH:13]=1)([O:3][C:4]([CH3:7])([CH3:6])[CH3:5])=[O:2].[CH3:20][Mg]Br. Given the product [C:1]([CH2:8][C:9]([CH3:20])([OH:19])[CH:10]([NH2:18])[CH2:11][C:12]1[CH:13]=[CH:14][CH:15]=[CH:16][CH:17]=1)([O:3][C:4]([CH3:7])([CH3:6])[CH3:5])=[O:2], predict the reactants needed to synthesize it. (3) The reactants are: Cl.N=C1C=CN([C:9]2[N:10]=[CH:11][C:12]3[CH:18]=[C:17]([C:19]4[CH:24]=[C:23]([O:25][CH3:26])[CH:22]=[C:21]([O:27][CH3:28])[CH:20]=4)[C:16](=[O:29])[N:15]([CH2:30][CH3:31])[C:13]=3[N:14]=2)C=C1.C(=O)([O-])[O-].[K+].[K+].[NH2:38][C:39]1[CH:44]=[CH:43][N:42]=[CH:41][CH:40]=1. Given the product [N:42]1[CH:43]=[CH:44][C:39]([NH:38][C:9]2[N:10]=[CH:11][C:12]3[CH:18]=[C:17]([C:19]4[CH:24]=[C:23]([O:25][CH3:26])[CH:22]=[C:21]([O:27][CH3:28])[CH:20]=4)[C:16](=[O:29])[N:15]([CH2:30][CH3:31])[C:13]=3[N:14]=2)=[CH:40][CH:41]=1, predict the reactants needed to synthesize it. (4) Given the product [Br:21][C:2]1[CH:3]=[C:4]([O:13][CH3:14])[CH:5]=[C:6]2[C:11]=1[N:10]=[CH:9][C:8]([I:12])=[CH:7]2, predict the reactants needed to synthesize it. The reactants are: N[C:2]1[CH:3]=[C:4]([O:13][CH3:14])[CH:5]=[C:6]2[C:11]=1[N:10]=[CH:9][C:8]([I:12])=[CH:7]2.N([O-])=O.[Na+].[NH4+].[OH-].[BrH:21]. (5) Given the product [Cl:1][C:2]1[CH:3]=[CH:4][C:5]([CH:15]=[O:16])=[N:6][C:7]=1[C:8]1[C:12]([CH3:13])([CH3:14])[CH2:11][CH2:10][CH:9]=1, predict the reactants needed to synthesize it. The reactants are: [Cl:1][C:2]1[CH:3]=[CH:4][C:5]([C:15](OC)=[O:16])=[N:6][C:7]=1[C:8]1[C:12]([CH3:14])([CH3:13])[CH2:11][CH2:10][CH:9]=1.CC(C[AlH]CC(C)C)C. (6) Given the product [CH3:11][O:12][CH2:13][O:4][C:3]1[CH:10]=[CH:9][C:7]([OH:8])=[CH:6][CH:5]=1, predict the reactants needed to synthesize it. The reactants are: [H-].[Na+].[C:3]1([CH:10]=[CH:9][C:7]([OH:8])=[CH:6][CH:5]=1)[OH:4].[CH3:11][O:12][CH2:13]Cl.Cl. (7) Given the product [CH3:1][C:2]([CH3:26])([CH3:25])[C@H:3]([N:11]1[CH2:15][CH2:14][N:13]([CH2:16][C:17]2[CH:22]=[CH:21][CH:20]=[C:19]([CH3:23])[N:18]=2)[C:12]1=[O:24])[C:4]([OH:6])=[O:5], predict the reactants needed to synthesize it. The reactants are: [CH3:1][C:2]([CH3:26])([CH3:25])[C@H:3]([N:11]1[CH2:15][CH2:14][N:13]([CH2:16][C:17]2[CH:22]=[CH:21][CH:20]=[C:19]([CH3:23])[N:18]=2)[C:12]1=[O:24])[C:4]([O:6]C(C)(C)C)=[O:5].FC(F)(F)C(O)=O. (8) Given the product [NH2:1][C:2]1[C:3]([C:34]2[CH:33]=[C:32]([NH:45][S:46]([C:49]3[CH:54]=[CH:53][C:52]([O:55][CH3:56])=[CH:51][CH:50]=3)(=[O:48])=[O:47])[CH:31]=[C:30]([OH:29])[CH:35]=2)=[C:4]([NH:8][C@H:9]([C:11]2[N:16]([C:17]3[CH:22]=[CH:21][CH:20]=[CH:19][CH:18]=3)[C:15](=[O:23])[C:14]3=[C:24]([CH3:27])[CH:25]=[CH:26][N:13]3[N:12]=2)[CH3:10])[N:5]=[CH:6][N:7]=1, predict the reactants needed to synthesize it. The reactants are: [NH2:1][C:2]1[N:7]=[CH:6][N:5]=[C:4]([NH:8][C@H:9]([C:11]2[N:16]([C:17]3[CH:22]=[CH:21][CH:20]=[CH:19][CH:18]=3)[C:15](=[O:23])[C:14]3=[C:24]([CH3:27])[CH:25]=[CH:26][N:13]3[N:12]=2)[CH3:10])[C:3]=1I.[OH:29][C:30]1[CH:31]=[C:32]([NH:45][S:46]([C:49]2[CH:54]=[CH:53][C:52]([O:55][CH3:56])=[CH:51][CH:50]=2)(=[O:48])=[O:47])[CH:33]=[C:34](B2OC(C)(C)C(C)(C)O2)[CH:35]=1.C(=O)([O-])[O-].[Na+].[Na+]. (9) Given the product [Cl:25][C:15]1[N:14]=[CH:13][C:12]2[N:11]([CH2:10][C:4]3[CH:3]=[C:2]([CH3:26])[CH:9]=[CH:8][C:5]=3[C:6]#[N:7])[CH2:20][CH:19]3[CH2:21][O:22][CH2:23][CH2:24][N:18]3[C:17]=2[N:16]=1, predict the reactants needed to synthesize it. The reactants are: Br[C:2]1[CH:9]=[CH:8][C:5]([C:6]#[N:7])=[C:4]([CH2:10][N:11]2[CH2:20][CH:19]3[CH2:21][O:22][CH2:23][CH2:24][N:18]3[C:17]3[N:16]=[C:15]([Cl:25])[N:14]=[CH:13][C:12]2=3)[CH:3]=1.[C:26](=O)([O-])[O-].[K+].[K+].CB1OB(C)OB(C)O1.